Dataset: Forward reaction prediction with 1.9M reactions from USPTO patents (1976-2016). Task: Predict the product of the given reaction. (1) The product is: [Cl:1][C:2]1[C:7]([F:8])=[CH:6][CH:5]=[C:4]([Cl:9])[C:3]=1[CH:10]([O:12][C:13]1[C:18]([NH:19][CH2:39][CH2:40][CH3:41])=[N:17][CH:16]=[C:15]([C:20]2[CH:21]=[N:22][N:23]([CH:25]3[CH2:26][CH2:27][NH:28][CH2:29][CH2:30]3)[CH:24]=2)[CH:14]=1)[CH3:11]. Given the reactants [Cl:1][C:2]1[C:7]([F:8])=[CH:6][CH:5]=[C:4]([Cl:9])[C:3]=1[CH:10]([O:12][C:13]1[CH:14]=[C:15]([C:20]2[CH:21]=[N:22][N:23]([CH:25]3[CH2:30][CH2:29][N:28](C(OC(C)(C)C)=O)[CH2:27][CH2:26]3)[CH:24]=2)[CH:16]=[N:17][C:18]=1[NH2:19])[CH3:11].I[CH2:39][CH2:40][CH3:41], predict the reaction product. (2) Given the reactants [Cl:1][C:2]1[CH:3]=[C:4]([OH:11])[CH:5]=[C:6]([F:10])[C:7]=1[CH2:8][OH:9].[CH2:12](Br)[CH2:13][CH3:14], predict the reaction product. The product is: [Cl:1][C:2]1[CH:3]=[C:4]([O:11][CH2:12][CH2:13][CH3:14])[CH:5]=[C:6]([F:10])[C:7]=1[CH2:8][OH:9]. (3) Given the reactants [CH3:1][NH:2][CH3:3].Cl[C:5]1[CH:10]=[C:9]([Cl:11])[N:8]=[C:7]([N:12]2[CH2:17][CH2:16][N:15]([C:18]3[CH:23]=[CH:22][CH:21]=[CH:20][CH:19]=3)[CH2:14][CH2:13]2)[N:6]=1.O, predict the reaction product. The product is: [Cl:11][C:9]1[CH:10]=[C:5]([N:2]([CH3:3])[CH3:1])[N:6]=[C:7]([N:12]2[CH2:17][CH2:16][N:15]([C:18]3[CH:23]=[CH:22][CH:21]=[CH:20][CH:19]=3)[CH2:14][CH2:13]2)[N:8]=1. (4) Given the reactants [CH3:1][C:2]1[C:7]2[N:8]([C:14]3[CH:19]=[CH:18][CH:17]=[CH:16][CH:15]=3)[C:9]([C@@H:11]([NH2:13])[CH3:12])=[N:10][C:6]=2[CH:5]=[CH:4][CH:3]=1.Cl[C:21]1[N:29]=[CH:28][N:27]=[C:26]2[C:22]=1[N:23]=[CH:24][NH:25]2.CCN(C(C)C)C(C)C, predict the reaction product. The product is: [CH3:1][C:2]1[C:7]2[N:8]([C:14]3[CH:19]=[CH:18][CH:17]=[CH:16][CH:15]=3)[C:9]([C@@H:11]([NH:13][C:21]3[N:29]=[CH:28][N:27]=[C:26]4[C:22]=3[N:23]=[CH:24][NH:25]4)[CH3:12])=[N:10][C:6]=2[CH:5]=[CH:4][CH:3]=1. (5) Given the reactants [C:1]([Si:5]([O:18][C:19]1[CH:24]=[CH:23][C:22]([O:25][CH2:26][C@@H:27]2[CH2:29][O:28]2)=[CH:21][CH:20]=1)([C:12]1[CH:17]=CC=C[CH:13]=1)[C:6]1[CH:11]=CC=C[CH:7]=1)(C)([CH3:3])[CH3:2].[CH3:30][O:31][C:32]1[CH:37]=[CH:36][C:35]([C:38]2[O:42][N:41]=[C:40]([CH2:43][S:44]([C:47]3[CH:55]=[CH:54][C:50]([CH2:51][CH2:52][NH2:53])=[CH:49][CH:48]=3)(=[O:46])=[O:45])[N:39]=2)=[CH:34][CH:33]=1, predict the reaction product. The product is: [CH3:30][O:31][C:32]1[CH:33]=[CH:34][C:35]([C:38]2[O:42][N:41]=[C:40]([CH2:43][S:44]([C:47]3[CH:48]=[CH:49][C:50]([CH2:51][CH2:52][NH:53][CH2:29][C@H:27]([OH:28])[CH2:26][O:25][C:22]4[CH:23]=[CH:24][C:19]([O:18][Si:5]([CH:1]([CH3:3])[CH3:2])([CH:6]([CH3:11])[CH3:7])[CH:12]([CH3:13])[CH3:17])=[CH:20][CH:21]=4)=[CH:54][CH:55]=3)(=[O:45])=[O:46])[N:39]=2)=[CH:36][CH:37]=1. (6) Given the reactants [F:1][C:2]1[C:7]2[C:8](=[O:20])[C:9]([C:12]3[CH:17]=[CH:16][C:15]([O:18]C)=[CH:14][CH:13]=3)=[CH:10][O:11][C:6]=2[CH:5]=[C:4]([O:21]C)[CH:3]=1.Cl.N1C=CC=CC=1.Cl, predict the reaction product. The product is: [F:1][C:2]1[C:7]2[C:8](=[O:20])[C:9]([C:12]3[CH:13]=[CH:14][C:15]([OH:18])=[CH:16][CH:17]=3)=[CH:10][O:11][C:6]=2[CH:5]=[C:4]([OH:21])[CH:3]=1.